Predict the product of the given reaction. From a dataset of Forward reaction prediction with 1.9M reactions from USPTO patents (1976-2016). (1) Given the reactants [CH3:1][O:2][C:3]1[CH:4]=[C:5]([NH:11][CH2:12][CH2:13][C:14]2[CH:19]=[CH:18][C:17]([C:20]([F:23])([F:22])[F:21])=[CH:16][CH:15]=2)[CH:6]=[CH:7][C:8]=1[O:9][CH3:10].[C:24]([NH:31][CH:32]([C:36]1[CH:41]=[CH:40][CH:39]=[CH:38][CH:37]=1)[C:33](O)=[O:34])([O:26][C:27]([CH3:30])([CH3:29])[CH3:28])=[O:25], predict the reaction product. The product is: [C:27]([O:26][C:24](=[O:25])[NH:31][CH:32]([C:33](=[O:34])[N:11]([C:5]1[CH:6]=[CH:7][C:8]([O:9][CH3:10])=[C:3]([O:2][CH3:1])[CH:4]=1)[CH2:12][CH2:13][C:14]1[CH:19]=[CH:18][C:17]([C:20]([F:22])([F:21])[F:23])=[CH:16][CH:15]=1)[C:36]1[CH:41]=[CH:40][CH:39]=[CH:38][CH:37]=1)([CH3:30])([CH3:28])[CH3:29]. (2) Given the reactants C(NC(C)C)(C)C.C([Li])CCC.[CH3:13][O:14][C:15]([C:17]1[S:18][CH:19]=[CH:20][C:21]=1[NH:22][C:23](=[O:28])[C:24]([F:27])([F:26])[F:25])=[O:16].[Br:29]CCBr.C([O-])(O)=O.[Na+], predict the reaction product. The product is: [CH3:13][O:14][C:15]([C:17]1[S:18][C:19]([Br:29])=[CH:20][C:21]=1[NH:22][C:23](=[O:28])[C:24]([F:25])([F:26])[F:27])=[O:16]. (3) Given the reactants C([O:3][C:4](=[O:23])[CH2:5][N:6]([CH2:17][C:18]([O:20]CC)=[O:19])[C:7]1[CH:12]=[C:11]([C:13]([NH2:15])=[S:14])[CH:10]=[CH:9][C:8]=1[CH3:16])C.Cl[CH2:25][C:26](=O)[CH3:27], predict the reaction product. The product is: [CH3:16][C:8]1[CH:9]=[CH:10][C:11]([C:13]2[S:14][CH:25]=[C:26]([CH3:27])[N:15]=2)=[CH:12][C:7]=1[N:6]([CH2:5][C:4]([OH:3])=[O:23])[CH2:17][C:18]([OH:20])=[O:19]. (4) Given the reactants [C:1]([C:5]1[CH:23]=[C:8]2[N:9]=[C:10]([CH3:22])[C:11]([CH:14]([CH2:19][CH2:20][CH3:21])[C:15]([O:17][CH3:18])=[O:16])=[C:12](Cl)[N:7]2[N:6]=1)([CH3:4])([CH3:3])[CH3:2].B(O)(O)[C:25]1[CH:26]=[CH:27][C:28](C)=[CH:29][CH:30]=1.C(N(C(C)C)CC)(C)C.C[O:44]CCOC.O, predict the reaction product. The product is: [C:1]([C:5]1[CH:23]=[C:8]2[N:9]=[C:10]([CH3:22])[C:11]([CH:14]([CH2:19][CH2:20][CH3:21])[C:15]([O:17][CH3:18])=[O:16])=[C:12]([C:27]3[CH:28]=[CH:29][CH:30]=[C:25]([OH:44])[CH:26]=3)[N:7]2[N:6]=1)([CH3:4])([CH3:3])[CH3:2]. (5) Given the reactants [CH3:1][C:2]1[CH:7]=[CH:6][CH:5]=[C:4]([CH3:8])[C:3]=1[NH:9][C:10](=[O:42])[CH2:11][N:12]1[CH2:17][CH2:16][N:15]([CH2:18][CH:19]([OH:41])[CH2:20][O:21][C:22]2[CH:23]=[CH:24][C:25]3[O:29][C:28]([C:30]4[CH:35]=[CH:34][CH:33]=[C:32](C(F)(F)F)[CH:31]=4)=[N:27][C:26]=3[CH:40]=2)[CH2:14][CH2:13]1.O1CC1COC1C=CC2OC(C3C=CC([C:62]([F:65])([F:64])[F:63])=CC=3)=NC=2C=1, predict the reaction product. The product is: [CH3:8][C:4]1[CH:5]=[CH:6][CH:7]=[C:2]([CH3:1])[C:3]=1[NH:9][C:10](=[O:42])[CH2:11][N:12]1[CH2:17][CH2:16][N:15]([CH2:18][CH:19]([OH:41])[CH2:20][O:21][C:22]2[CH:23]=[CH:24][C:25]3[O:29][C:28]([C:30]4[CH:31]=[CH:32][C:33]([C:62]([F:65])([F:64])[F:63])=[CH:34][CH:35]=4)=[N:27][C:26]=3[CH:40]=2)[CH2:14][CH2:13]1. (6) Given the reactants [CH:1]1([N:4]2[C:13]3[C:8](=[CH:9][C:10]([F:20])=[C:11]([C:15]4([C:18]#[N:19])[CH2:17][CH2:16]4)[C:12]=3[CH3:14])[C:7](=[O:21])[NH:6][C:5]2=[O:22])[CH2:3][CH2:2]1.[OH:23]O.Cl, predict the reaction product. The product is: [CH:1]1([N:4]2[C:13]3[C:8](=[CH:9][C:10]([F:20])=[C:11]([C:15]4([C:18]([NH2:19])=[O:23])[CH2:16][CH2:17]4)[C:12]=3[CH3:14])[C:7](=[O:21])[NH:6][C:5]2=[O:22])[CH2:3][CH2:2]1. (7) The product is: [Br:15][C:2]1[C:1](=[O:14])[C:13]2[C:5](=[CH:4][CH:3]=1)[C:6]1[C:11](=[CH:10][CH:9]=[CH:8][CH:7]=1)[CH:12]=2. Given the reactants [C:1]1(=[O:14])[C:13]2[C:5]([C:6]3[C:11]([CH:12]=2)=[CH:10][CH:9]=[CH:8][CH:7]=3)=[CH:4][CH:3]=[CH:2]1.[Br:15]N1C(=O)CCC1=O, predict the reaction product.